This data is from Peptide-MHC class I binding affinity with 185,985 pairs from IEDB/IMGT. The task is: Regression. Given a peptide amino acid sequence and an MHC pseudo amino acid sequence, predict their binding affinity value. This is MHC class I binding data. (1) The peptide sequence is VSDTTVLLH. The MHC is HLA-B08:02 with pseudo-sequence HLA-B08:02. The binding affinity (normalized) is 0.0847. (2) The peptide sequence is GPEHSVADY. The MHC is HLA-A29:02 with pseudo-sequence HLA-A29:02. The binding affinity (normalized) is 0.557. (3) The peptide sequence is LRAEDTAVYY. The MHC is HLA-A01:01 with pseudo-sequence HLA-A01:01. The binding affinity (normalized) is 0.477. (4) The peptide sequence is WITQCFLPV. The MHC is HLA-A02:01 with pseudo-sequence HLA-A02:01. The binding affinity (normalized) is 0.524. (5) The peptide sequence is RTLDFHDSNVK. The MHC is HLA-A03:01 with pseudo-sequence HLA-A03:01. The binding affinity (normalized) is 0.433. (6) The binding affinity (normalized) is 0. The MHC is HLA-A02:01 with pseudo-sequence HLA-A02:01. The peptide sequence is TNLEYKTLC. (7) The peptide sequence is KLFAAETLK. The MHC is HLA-A68:01 with pseudo-sequence HLA-A68:01. The binding affinity (normalized) is 0.410. (8) The peptide sequence is CARRRLRTL. The MHC is HLA-A03:01 with pseudo-sequence HLA-A03:01. The binding affinity (normalized) is 0.0847. (9) The peptide sequence is FTEGKINPLL. The MHC is HLA-A02:03 with pseudo-sequence HLA-A02:03. The binding affinity (normalized) is 0.410.